This data is from Catalyst prediction with 721,799 reactions and 888 catalyst types from USPTO. The task is: Predict which catalyst facilitates the given reaction. (1) The catalyst class is: 5. Product: [CH2:22]([N:29]1[C:6]([C:13]([OH:15])=[O:14])=[C:5]([C:16]2[CH:21]=[CH:20][CH:19]=[CH:18][CH:17]=2)[C:4]2[C:10](=[CH:11][CH:12]=[C:2]([F:1])[CH:3]=2)[C:8]1=[O:9])[C:23]1[CH:28]=[CH:27][CH:26]=[CH:25][CH:24]=1. Reactant: [F:1][C:2]1[CH:3]=[C:4]2[C:10](=[CH:11][CH:12]=1)[C:8](=[O:9])O[C:6]([C:13]([OH:15])=[O:14])=[C:5]2[C:16]1[CH:21]=[CH:20][CH:19]=[CH:18][CH:17]=1.[CH2:22]([NH2:29])[C:23]1[CH:28]=[CH:27][CH:26]=[CH:25][CH:24]=1.C(N(CC)CC)C. (2) Product: [N:33]1[CH:38]=[C:37]([C:2]2[CH:10]=[CH:9][CH:8]=[C:7]3[C:3]=2[C:4]2([CH2:25][O:24][C:23]4[CH:26]=[C:27]5[C:31](=[CH:32][C:22]2=4)[CH2:30][CH2:29][O:28]5)[C:5](=[O:21])[N:6]3[CH2:11][C:12]2[O:13][C:14]([C:17]([F:18])([F:20])[F:19])=[CH:15][CH:16]=2)[CH:36]=[N:35][CH:34]=1. Reactant: Br[C:2]1[CH:10]=[CH:9][CH:8]=[C:7]2[C:3]=1[C:4]1([CH2:25][O:24][C:23]3[CH:26]=[C:27]4[C:31](=[CH:32][C:22]1=3)[CH2:30][CH2:29][O:28]4)[C:5](=[O:21])[N:6]2[CH2:11][C:12]1[O:13][C:14]([C:17]([F:20])([F:19])[F:18])=[CH:15][CH:16]=1.[N:33]1[CH:38]=[C:37](B(O)O)[CH:36]=[N:35][CH:34]=1.C(=O)([O-])[O-].[Na+].[Na+]. The catalyst class is: 276. (3) Reactant: C([O:3][C:4]([C:6]1[CH:7]=[C:8]([C:13]2[CH:14]=[C:15]3[C:20](=[CH:21][C:22]=2[C:23]([N:25]2[C@H:34]([CH2:35][N:36]4[CH2:41][CH2:40][O:39][CH2:38][CH2:37]4)[CH2:33][C:32]4[C:27](=[CH:28][CH:29]=[CH:30][CH:31]=4)[CH2:26]2)=[O:24])[CH2:19][N:18](C(OCC2C=CC=CC=2)=O)[CH2:17][CH2:16]3)[N:9]([CH3:12])[C:10]=1[CH3:11])=[O:5])C.[OH-].[Na+]. Product: [CH3:12][N:9]1[C:8]([C:13]2[CH:14]=[C:15]3[C:20](=[CH:21][C:22]=2[C:23]([N:25]2[C@H:34]([CH2:35][N:36]4[CH2:37][CH2:38][O:39][CH2:40][CH2:41]4)[CH2:33][C:32]4[C:27](=[CH:28][CH:29]=[CH:30][CH:31]=4)[CH2:26]2)=[O:24])[CH2:19][NH:18][CH2:17][CH2:16]3)=[CH:7][C:6]([C:4]([OH:5])=[O:3])=[C:10]1[CH3:11]. The catalyst class is: 8. (4) Reactant: [CH2:1]([O:8][C:9](=[O:29])[C@H:10]([CH2:19][C:20]1[C:28]2[C:23](=[CH:24][CH:25]=[CH:26][CH:27]=2)[NH:22][CH:21]=1)[NH:11][C:12]([O:14][C:15]([CH3:18])([CH3:17])[CH3:16])=[O:13])[C:2]1[CH:7]=[CH:6][CH:5]=[CH:4][CH:3]=1.I[CH2:31][CH2:32][CH2:33][CH2:34][CH3:35].C(=O)([O-])[O-].[Cs+].[Cs+]. Product: [CH2:1]([O:8][C:9](=[O:29])[C@@H:10]([NH:11][C:12]([O:14][C:15]([CH3:16])([CH3:18])[CH3:17])=[O:13])[CH2:19][C:20]1[C:28]2[C:23](=[CH:24][CH:25]=[CH:26][CH:27]=2)[N:22]([CH2:31][CH2:32][CH2:33][CH2:34][CH3:35])[CH:21]=1)[C:2]1[CH:7]=[CH:6][CH:5]=[CH:4][CH:3]=1. The catalyst class is: 1.